Dataset: NCI-60 drug combinations with 297,098 pairs across 59 cell lines. Task: Regression. Given two drug SMILES strings and cell line genomic features, predict the synergy score measuring deviation from expected non-interaction effect. Drug 1: CCCCC(=O)OCC(=O)C1(CC(C2=C(C1)C(=C3C(=C2O)C(=O)C4=C(C3=O)C=CC=C4OC)O)OC5CC(C(C(O5)C)O)NC(=O)C(F)(F)F)O. Drug 2: N.N.Cl[Pt+2]Cl. Cell line: K-562. Synergy scores: CSS=75.5, Synergy_ZIP=-4.58, Synergy_Bliss=-7.46, Synergy_Loewe=-5.03, Synergy_HSA=-2.37.